This data is from Catalyst prediction with 721,799 reactions and 888 catalyst types from USPTO. The task is: Predict which catalyst facilitates the given reaction. (1) Reactant: Cl.[NH2:2][CH2:3][CH2:4][NH:5][C:6]([NH:8][C:9]1[CH:14]=[CH:13][C:12]([O:15][CH2:16][C:17]2[CH:22]=[CH:21][CH:20]=[CH:19][CH:18]=2)=[CH:11][CH:10]=1)=[O:7].[CH:23](=O)[C:24]1[CH:29]=[CH:28][CH:27]=[CH:26][CH:25]=1.[BH4-].[Na+]. Product: [CH2:23]([NH:2][CH2:3][CH2:4][NH:5][C:6]([NH:8][C:9]1[CH:14]=[CH:13][C:12]([O:15][CH2:16][C:17]2[CH:22]=[CH:21][CH:20]=[CH:19][CH:18]=2)=[CH:11][CH:10]=1)=[O:7])[C:24]1[CH:29]=[CH:28][CH:27]=[CH:26][CH:25]=1. The catalyst class is: 5. (2) Reactant: [Br:1][C:2]1[CH:7]=[CH:6][C:5]([C@@H:8]([N:10]2[CH2:14][C:13]([CH2:21][C:22]([CH3:24])=[CH2:23])([C:15]3[CH:20]=[CH:19][CH:18]=[CH:17][CH:16]=3)[O:12][C:11]2=[O:25])[CH3:9])=[CH:4][CH:3]=1.C1C=C(Cl)C=C(C(OO)=[O:34])C=1. Product: [Br:1][C:2]1[CH:3]=[CH:4][C:5]([C@@H:8]([N:10]2[CH2:14][C:13]([CH2:21][C:22]3([CH3:24])[CH2:23][O:34]3)([C:15]3[CH:16]=[CH:17][CH:18]=[CH:19][CH:20]=3)[O:12][C:11]2=[O:25])[CH3:9])=[CH:6][CH:7]=1. The catalyst class is: 2. (3) Reactant: [Br:1][C:2]1[CH:7]=[C:6]([O:8][C:9]([F:12])([F:11])[F:10])[CH:5]=[C:4]([Br:13])[C:3]=1[NH:14][C:15](=O)[CH3:16].COC1C=CC(P2(SP(C3C=CC(OC)=CC=3)(=S)S2)=[S:27])=CC=1. Product: [Br:1][C:2]1[CH:7]=[C:6]([O:8][C:9]([F:12])([F:11])[F:10])[CH:5]=[C:4]([Br:13])[C:3]=1[NH:14][C:15](=[S:27])[CH3:16]. The catalyst class is: 11. (4) Reactant: [F:1][C:2]1[CH:11]=[C:10](F)[C:9]([N+:13]([O-:15])=[O:14])=[CH:8][C:3]=1[C:4]([O:6][CH3:7])=[O:5].CCN(C(C)C)C(C)C.[CH3:25][O:26][C:27]1[CH:34]=[CH:33][C:30]([CH2:31][NH2:32])=[CH:29][CH:28]=1. Product: [F:1][C:2]1[CH:11]=[C:10]([NH:32][CH2:31][C:30]2[CH:33]=[CH:34][C:27]([O:26][CH3:25])=[CH:28][CH:29]=2)[C:9]([N+:13]([O-:15])=[O:14])=[CH:8][C:3]=1[C:4]([O:6][CH3:7])=[O:5]. The catalyst class is: 35. (5) Reactant: Cl.Cl.[CH2:3]([O:5][C:6](=[O:14])[C@H:7]([CH2:9][CH2:10][CH2:11][CH2:12][NH2:13])[NH2:8])[CH3:4].C(N([CH2:20][CH3:21])CC)C.[C:22]([O:47]N1C(=O)CCC1=O)(=O)[CH2:23][CH2:24][CH2:25][CH2:26][CH2:27][CH2:28][CH2:29][CH2:30][CH2:31][CH2:32][CH2:33][CH2:34][CH2:35]/[CH:36]=[CH:37]\[CH2:38][CH2:39][CH2:40][CH2:41][CH2:42][CH2:43][CH2:44][CH3:45]. Product: [CH2:3]([O:5][C:6](=[O:14])[C@H:7]([CH2:9][CH2:10][CH2:11][CH2:12][NH:13][C:22](=[O:47])[CH2:23][CH2:24][CH2:25][CH2:26][CH2:27][CH2:28][CH2:29][CH2:30][CH2:31][CH2:32][CH2:33][CH2:34][CH2:35]/[CH:36]=[CH:37]\[CH2:38][CH2:39][CH2:40][CH2:41][CH2:42][CH2:43][CH2:20][CH3:21])[NH:8][C:22](=[O:47])[CH2:23][CH2:24][CH2:25][CH2:26][CH2:27][CH2:28][CH2:29][CH2:30][CH2:31][CH2:32][CH2:33][CH2:34][CH2:35]/[CH:36]=[CH:37]\[CH2:38][CH2:39][CH2:40][CH2:41][CH2:42][CH2:43][CH2:44][CH3:45])[CH3:4]. The catalyst class is: 22. (6) Reactant: CCO[C:4](/[N:6]=N/C(OCC)=O)=O.[Br:13][C:14]1[CH:22]=[CH:21][C:17]([CH2:18][CH2:19]O)=[CH:16][CH:15]=1.C1(P(C2C=CC=CC=2)C2C=CC=CC=2)C=CC=CC=1.CC(C)(O)C#N. Product: [Br:13][C:14]1[CH:22]=[CH:21][C:17]([CH2:18][CH2:19][C:4]#[N:6])=[CH:16][CH:15]=1. The catalyst class is: 27.